From a dataset of Catalyst prediction with 721,799 reactions and 888 catalyst types from USPTO. Predict which catalyst facilitates the given reaction. (1) Reactant: [CH3:1][C:2]1[C:7]([CH3:8])=[CH:6][C:5]([CH3:9])=[CH:4][N+:3]=1[O-:10].[N+:11]([O-])([OH:13])=[O:12].[OH-].[Na+]. Product: [CH3:1][C:2]1[C:7]([CH3:8])=[C:6]([N+:11]([O-:13])=[O:12])[C:5]([CH3:9])=[CH:4][N+:3]=1[O-:10]. The catalyst class is: 82. (2) Reactant: [C:1]([C:3]1[CH:4]=[C:5]2[C:9](=[CH:10][CH:11]=1)[N:8]([C:12]([O:14][C:15]([CH3:18])([CH3:17])[CH3:16])=[O:13])[N:7]=[C:6]2[C:19]1[CH:24]=[CH:23][N:22]=[CH:21][CH:20]=1)#[CH:2].[N:25]([C@@H:28]1[CH2:33][CH2:32][CH2:31][N:30]([C:34]([O:36][C:37]([CH3:40])([CH3:39])[CH3:38])=[O:35])[CH2:29]1)=[N+:26]=[N-:27].[Na+].[Cl-]. Product: [C:37]([O:36][C:34]([N:30]1[CH2:31][CH2:32][CH2:33][C@@H:28]([N:25]2[CH:2]=[C:1]([C:3]3[CH:4]=[C:5]4[C:9](=[CH:10][CH:11]=3)[N:8]([C:12]([O:14][C:15]([CH3:18])([CH3:17])[CH3:16])=[O:13])[N:7]=[C:6]4[C:19]3[CH:20]=[CH:21][N:22]=[CH:23][CH:24]=3)[N:27]=[N:26]2)[CH2:29]1)=[O:35])([CH3:40])([CH3:38])[CH3:39]. The catalyst class is: 664. (3) Reactant: C(OC([C:6]1[C:7]([C:18]2[CH:23]=[CH:22][N:21]=[CH:20][CH:19]=2)=[C:8]([C:11]2[CH:16]=[CH:15][C:14]([F:17])=[CH:13][CH:12]=2)[NH:9][CH:10]=1)=O)C.S(=O)(=O)(O)O.O.[OH-].[Na+]. Product: [F:17][C:14]1[CH:13]=[CH:12][C:11]([C:8]2[NH:9][CH:10]=[CH:6][C:7]=2[C:18]2[CH:23]=[CH:22][N:21]=[CH:20][CH:19]=2)=[CH:16][CH:15]=1. The catalyst class is: 15. (4) Reactant: [F:1][C:2]1[CH:3]=[C:4]2[C:8](=[CH:9][CH:10]=1)[NH:7][C:6](=[O:11])/[C:5]/2=[CH:12]\[C:13]1[CH:18]=[CH:17][CH:16]=[C:15]([Cl:19])[CH:14]=1.[F:20][C:21]1[CH:22]=[CH:23][C:24]([CH3:36])=[C:25]([CH:27]=[N:28][C:29]([O:31][Si](C)(C)C)=[CH2:30])[CH:26]=1. Product: [Cl:19][C:15]1[CH:14]=[C:13]([CH:12]2[CH2:30][C:29](=[O:31])[NH:28][CH:27]([C:25]3[CH:26]=[C:21]([F:20])[CH:22]=[CH:23][C:24]=3[CH3:36])[C:5]32[C:4]2[C:8](=[CH:9][CH:10]=[C:2]([F:1])[CH:3]=2)[NH:7][C:6]3=[O:11])[CH:18]=[CH:17][CH:16]=1. The catalyst class is: 11. (5) Reactant: [F:1][C:2]1[CH:3]=[C:4]([CH:28]=[CH:29][C:30]=1[NH:31][C:32]([NH:34][C:35]1[CH:40]=[C:39]([CH3:41])[CH:38]=[CH:37][C:36]=1[F:42])=[O:33])[O:5][C:6]1[CH:11]=[CH:10][N:9]=[C:8]2[CH:12]=[C:13]([C:15]([NH:17][CH2:18][CH2:19][NH:20]C(=O)OC(C)(C)C)=[O:16])[S:14][C:7]=12.FC(F)(F)C(O)=O. Product: [NH2:20][CH2:19][CH2:18][NH:17][C:15]([C:13]1[S:14][C:7]2[C:8](=[N:9][CH:10]=[CH:11][C:6]=2[O:5][C:4]2[CH:28]=[CH:29][C:30]([NH:31][C:32]([NH:34][C:35]3[CH:40]=[C:39]([CH3:41])[CH:38]=[CH:37][C:36]=3[F:42])=[O:33])=[C:2]([F:1])[CH:3]=2)[CH:12]=1)=[O:16]. The catalyst class is: 4. (6) Reactant: [C:1]([O:5][C:6]([N:8]1[CH2:17][C@:16]([C:19]2[CH:24]=[C:23]([F:25])[CH:22]=[C:21]([F:26])[CH:20]=2)([CH3:18])[N:15]([CH2:27][C:28]([OH:30])=[O:29])[C:14](=[O:31])[C:9]21[CH2:13][CH2:12][CH2:11][CH2:10]2)=[O:7])([CH3:4])([CH3:3])[CH3:2].FC(F)(F)C(O[C:37]1[C:42]([F:43])=[C:41]([F:44])[C:40]([F:45])=[C:39]([F:46])[C:38]=1[F:47])=O. Product: [F:25][C:23]1[CH:24]=[C:19]([C@@:16]2([CH3:18])[N:15]([CH2:27][C:28](=[O:30])[O:29][C:37]3[C:38]([F:47])=[C:39]([F:46])[C:40]([F:45])=[C:41]([F:44])[C:42]=3[F:43])[C:14](=[O:31])[C:9]3([CH2:10][CH2:11][CH2:12][CH2:13]3)[N:8]([C:6]([O:5][C:1]([CH3:2])([CH3:3])[CH3:4])=[O:7])[CH2:17]2)[CH:20]=[C:21]([F:26])[CH:22]=1. The catalyst class is: 3. (7) Reactant: [Si]([O:8][C@H:9]([C@H:39]1[CH2:43][C@@H:42]([O:44][CH2:45][CH2:46][CH3:47])[CH2:41][N:40]1C(OC(C)(C)C)=O)[C@@H:10]([NH:20][C:21](=[O:38])[C:22]1[CH:27]=[C:26]([N:28]2[CH2:32][CH2:31][CH2:30][C:29]2=[O:33])[CH:25]=[C:24]([O:34][CH:35]([CH3:37])[CH3:36])[CH:23]=1)[CH2:11][C:12]1[CH:17]=[C:16]([F:18])[CH:15]=[C:14]([F:19])[CH:13]=1)(C(C)(C)C)(C)C. Product: [F:19][C:14]1[CH:13]=[C:12]([CH2:11][C@H:10]([NH:20][C:21](=[O:38])[C:22]2[CH:27]=[C:26]([N:28]3[CH2:32][CH2:31][CH2:30][C:29]3=[O:33])[CH:25]=[C:24]([O:34][CH:35]([CH3:37])[CH3:36])[CH:23]=2)[C@H:9]([OH:8])[C@H:39]2[CH2:43][C@@H:42]([O:44][CH2:45][CH2:46][CH3:47])[CH2:41][NH:40]2)[CH:17]=[C:16]([F:18])[CH:15]=1. The catalyst class is: 126.